This data is from Experimentally validated miRNA-target interactions with 360,000+ pairs, plus equal number of negative samples. The task is: Binary Classification. Given a miRNA mature sequence and a target amino acid sequence, predict their likelihood of interaction. The miRNA is hsa-miR-92a-3p with sequence UAUUGCACUUGUCCCGGCCUGU. The protein sequence of the target gene is MASDAVQSEPRSWSLLEQLGLAGADLAAPGVQQQLELERERLRREIRKELKLKEGAENLRRATTDLGRSLGPVELLLRGSSRRLDLLHQQLQELHAHVVLPDPAATHDGPQSPGAGGPTCSATNLSRVAGLEKQLAIELKVKQGAENMIQTYSNGSTKDRKLLLTAQQMLQDSKTKIDIIRMQLRRALQAGQLENQAAPDDTQGSPDLGAVELRIEELRHHFRVEHAVAEGAKNVLRLLSAAKAPDRKAVSEAQEKLTESNQKLGLLREALERRLGELPADHPKGRLLREELAAASSAAF.... Result: 1 (interaction).